Dataset: Full USPTO retrosynthesis dataset with 1.9M reactions from patents (1976-2016). Task: Predict the reactants needed to synthesize the given product. Given the product [CH3:1][O:2][C:3]1[CH:8]=[CH:7][C:6]([CH2:9][C:10](=[O:12])[CH2:33][C:32]([O:38][CH2:39][CH3:40])=[O:37])=[CH:5][C:4]=1[N+:13]([O-:15])=[O:14], predict the reactants needed to synthesize it. The reactants are: [CH3:1][O:2][C:3]1[CH:8]=[CH:7][C:6]([CH2:9][C:10]([OH:12])=O)=[CH:5][C:4]=1[N+:13]([O-:15])=[O:14].C(N1C=CN=C1)(N1C=CN=C1)=O.[Cl-].[Mg+2].[Cl-].[K].[C:32]([O:38][CH2:39][CH3:40])(=[O:37])[CH2:33]C([O-])=O.